This data is from Catalyst prediction with 721,799 reactions and 888 catalyst types from USPTO. The task is: Predict which catalyst facilitates the given reaction. (1) The catalyst class is: 303. Reactant: [OH:1][C:2]1[CH:9]=[CH:8][C:5]([CH:6]=[O:7])=[C:4]([O:10][CH3:11])[CH:3]=1.C(=O)([O-])[O-].[Cs+].[Cs+].[I-].[Na+].Br[CH2:21][CH2:22][O:23][CH2:24][CH2:25][C:26]([P:29](=[O:36])([O:33][CH2:34][CH3:35])[O:30][CH2:31][CH3:32])([F:28])[F:27]. Product: [F:28][C:26]([P:29](=[O:36])([O:33][CH2:34][CH3:35])[O:30][CH2:31][CH3:32])([F:27])[CH2:25][CH2:24][O:23][CH2:22][CH2:21][O:1][C:2]1[CH:9]=[CH:8][C:5]([CH:6]=[O:7])=[C:4]([O:10][CH3:11])[CH:3]=1. (2) Reactant: [OH-].[Na+].[Cl:3][C:4]1[CH:5]=[CH:6][C:7]([O:24][CH2:25][C:26]2[CH:31]=[CH:30][C:29]([Cl:32])=[CH:28][C:27]=2[CH2:33][CH3:34])=[C:8]([CH:23]=1)[CH2:9][N:10]1[C:18]2[CH:17]=[CH:16][CH:15]=[C:14]([C:19]([O:21]C)=[O:20])[C:13]=2[CH:12]=[CH:11]1. Product: [Cl:3][C:4]1[CH:5]=[CH:6][C:7]([O:24][CH2:25][C:26]2[CH:31]=[CH:30][C:29]([Cl:32])=[CH:28][C:27]=2[CH2:33][CH3:34])=[C:8]([CH:23]=1)[CH2:9][N:10]1[C:18]2[CH:17]=[CH:16][CH:15]=[C:14]([C:19]([OH:21])=[O:20])[C:13]=2[CH:12]=[CH:11]1. The catalyst class is: 14. (3) Product: [OH:8][CH2:7][C:6]1[CH:9]=[CH:10][C:3]([CH2:2][N:13]2[CH:14]=[CH:15][CH:16]=[CH:17][C:12]2=[O:11])=[CH:4][CH:5]=1. The catalyst class is: 21. Reactant: Cl[CH2:2][C:3]1[CH:10]=[CH:9][C:6]([CH2:7][OH:8])=[CH:5][CH:4]=1.[OH:11][C:12]1[CH:17]=[CH:16][CH:15]=[CH:14][N:13]=1.C(=O)([O-])[O-].[K+].[K+]. (4) Reactant: [O:1]1[CH2:6][CH2:5][N:4]([C:7]2[C:8]3[N:9]([CH:32]=[C:33]([CH2:35][O:36][C:37]4[CH:46]=[CH:45][C:44]5[C:39](=[CH:40][CH:41]=[CH:42][CH:43]=5)[N:38]=4)[N:34]=3)[C:10]([C:13]3[CH:14]=[CH:15][C:16]([C:19]4[CH2:24][CH2:23][N:22]([C:25]([O:27][C:28]([CH3:31])([CH3:30])[CH3:29])=[O:26])[CH2:21][CH:20]=4)=[N:17][CH:18]=3)=[CH:11][N:12]=2)[CH2:3][CH2:2]1. Product: [O:1]1[CH2:2][CH2:3][N:4]([C:7]2[C:8]3[N:9]([CH:32]=[C:33]([CH2:35][O:36][C:37]4[CH:46]=[CH:45][C:44]5[C:39](=[CH:40][CH:41]=[CH:42][CH:43]=5)[N:38]=4)[N:34]=3)[C:10]([C:13]3[CH:14]=[CH:15][C:16]([CH:19]4[CH2:20][CH2:21][N:22]([C:25]([O:27][C:28]([CH3:31])([CH3:30])[CH3:29])=[O:26])[CH2:23][CH2:24]4)=[N:17][CH:18]=3)=[CH:11][N:12]=2)[CH2:5][CH2:6]1. The catalyst class is: 123. (5) Reactant: [O:1]1[CH2:6][CH2:5][CH:4]([OH:7])[CH2:3][CH2:2]1.[H-].[Na+].[Br:10][C:11]1[CH:12]=[CH:13][C:14](F)=[C:15]([CH:18]=1)[C:16]#[N:17]. Product: [Br:10][C:11]1[CH:12]=[CH:13][C:14]([O:7][CH:4]2[CH2:5][CH2:6][O:1][CH2:2][CH2:3]2)=[C:15]([CH:18]=1)[C:16]#[N:17]. The catalyst class is: 3.